From a dataset of Reaction yield outcomes from USPTO patents with 853,638 reactions. Predict the reaction yield, written as a fraction of the theoretical maximum amount of product (1.0 means a 100% yield; for example, 0.34 means a 34% yield). (1) The yield is 0.700. The product is [OH:20][CH2:19][CH2:18][CH2:17][C:13]1[C:12](=[O:26])[NH:11][N:10]([CH2:9][C:6]2[CH:5]=[CH:4][C:3]([O:2][CH3:1])=[CH:8][CH:7]=2)[C:15](=[O:16])[CH:14]=1. The reactants are [CH3:1][O:2][C:3]1[CH:8]=[CH:7][C:6]([CH2:9][N:10]2[C:15](=[O:16])[CH:14]=[C:13]([CH2:17][CH2:18][C:19](OCCCC)=[O:20])[C:12](=[O:26])[NH:11]2)=[CH:5][CH:4]=1.[H-].[Al+3].[Li+].[H-].[H-].[H-].Cl. The catalyst is C1COCC1. (2) The reactants are [CH3:1][O:2][C:3]1[CH:4]=[C:5]2[C:10](=[CH:11][C:12]=1[O:13][CH3:14])[N:9]=[CH:8][CH:7]=[C:6]2[O:15][C:16]1[CH:22]=[CH:21][C:19]([NH2:20])=[CH:18][CH:17]=1.C(N(CC)CC)C.ClC(Cl)(O[C:34](=[O:40])OC(Cl)(Cl)Cl)Cl.Cl.[Br:43][C:44]1[CH:45]=[C:46]([C@@H:50]([NH2:52])[CH3:51])[CH:47]=[CH:48][CH:49]=1. The catalyst is C(Cl)(Cl)Cl. The product is [Br:43][C:44]1[CH:45]=[C:46]([C@@H:50]([NH:52][C:34]([NH:20][C:19]2[CH:21]=[CH:22][C:16]([O:15][C:6]3[C:5]4[C:10](=[CH:11][C:12]([O:13][CH3:14])=[C:3]([O:2][CH3:1])[CH:4]=4)[N:9]=[CH:8][CH:7]=3)=[CH:17][CH:18]=2)=[O:40])[CH3:51])[CH:47]=[CH:48][CH:49]=1. The yield is 0.620. (3) The reactants are Cl.[Cl:2][C:3]1[C:4]([F:29])=[C:5]([CH:26]=[CH:27][CH:28]=1)[NH:6][C:7]1[C:16]2[C:11](=[CH:12][C:13]([O:24][CH3:25])=[C:14]([O:17][CH2:18][CH:19]3[CH2:23][CH2:22][NH:21][CH2:20]3)[CH:15]=2)[N:10]=[CH:9][N:8]=1.[CH3:30][S:31](Cl)(=[O:33])=[O:32]. No catalyst specified. The product is [Cl:2][C:3]1[C:4]([F:29])=[C:5]([CH:26]=[CH:27][CH:28]=1)[NH:6][C:7]1[C:16]2[C:11](=[CH:12][C:13]([O:24][CH3:25])=[C:14]([O:17][CH2:18][CH:19]3[CH2:23][CH2:22][N:21]([S:31]([CH3:30])(=[O:33])=[O:32])[CH2:20]3)[CH:15]=2)[N:10]=[CH:9][N:8]=1. The yield is 0.670.